Dataset: TCR-epitope binding with 47,182 pairs between 192 epitopes and 23,139 TCRs. Task: Binary Classification. Given a T-cell receptor sequence (or CDR3 region) and an epitope sequence, predict whether binding occurs between them. The TCR CDR3 sequence is CSVVVGQGALTGYTF. The epitope is ISPRTLNAW. Result: 0 (the TCR does not bind to the epitope).